This data is from Forward reaction prediction with 1.9M reactions from USPTO patents (1976-2016). The task is: Predict the product of the given reaction. (1) Given the reactants [H-].[Na+].[NH2:3][C:4]1[C:9]([Cl:10])=[CH:8][N:7]=[CH:6][C:5]=1[Cl:11].[C:12]([C:15]1[C:20]([C:21]2[CH:26]=[CH:25][CH:24]=[CH:23][CH:22]=2)=[N:19][N:18]([CH2:27][CH3:28])[C:17](=[O:29])[C:16]=1[N+]([O-])=O)(=[O:14])[CH3:13].Cl, predict the reaction product. The product is: [C:12]([C:15]1[C:20]([C:21]2[CH:22]=[CH:23][CH:24]=[CH:25][CH:26]=2)=[N:19][N:18]([CH2:27][CH3:28])[C:17](=[O:29])[C:16]=1[NH:3][C:4]1[C:9]([Cl:10])=[CH:8][N:7]=[CH:6][C:5]=1[Cl:11])(=[O:14])[CH3:13]. (2) Given the reactants C[O:2][C:3](=[O:25])[C:4]1[CH:9]=[CH:8][CH:7]=[C:6]([CH2:10][NH:11][C:12]2[CH:13]=[N:14][CH:15]=[C:16]([C:18]3[CH:23]=[CH:22][CH:21]=[C:20]([OH:24])[CH:19]=3)[CH:17]=2)[CH:5]=1, predict the reaction product. The product is: [OH:24][C:20]1[CH:19]=[C:18]([C:16]2[CH:17]=[C:12]([NH:11][CH2:10][C:6]3[CH:5]=[C:4]([CH:9]=[CH:8][CH:7]=3)[C:3]([OH:25])=[O:2])[CH:13]=[N:14][CH:15]=2)[CH:23]=[CH:22][CH:21]=1.